Task: Predict the reactants needed to synthesize the given product.. Dataset: Full USPTO retrosynthesis dataset with 1.9M reactions from patents (1976-2016) (1) Given the product [CH3:18][P:2]([C:3]1[CH:8]=[CH:7][C:6]([NH2:9])=[C:5]([S:12]([CH:15]([CH3:17])[CH3:16])(=[O:14])=[O:13])[CH:4]=1)([CH3:1])=[O:19], predict the reactants needed to synthesize it. The reactants are: [CH3:1][P:2](=[O:19])([CH3:18])[C:3]1[CH:8]=[CH:7][C:6]([N+:9]([O-])=O)=[C:5]([S:12]([CH:15]([CH3:17])[CH3:16])(=[O:14])=[O:13])[CH:4]=1. (2) Given the product [C:1]12([C:11](=[O:20])[CH2:12][S:13]([CH2:14][C:15]3[O:16][CH:17]=[CH:18][CH:19]=3)=[O:29])[CH2:10][CH:5]3[CH2:6][CH:7]([CH2:9][CH:3]([CH2:4]3)[CH2:2]1)[CH2:8]2, predict the reactants needed to synthesize it. The reactants are: [C:1]12([C:11](=[O:20])[CH2:12][S:13][CH2:14][C:15]3[O:16][CH:17]=[CH:18][CH:19]=3)[CH2:10][CH:5]3[CH2:6][CH:7]([CH2:9][CH:3]([CH2:4]3)[CH2:2]1)[CH2:8]2.C1C=C(Cl)C=C(C(OO)=[O:29])C=1. (3) Given the product [F:8][C:9]1[CH:10]=[CH:11][C:12]([CH:15]2[CH2:16][C:17](=[O:19])[O:23][C:21](=[O:22])[CH2:20]2)=[CH:13][CH:14]=1, predict the reactants needed to synthesize it. The reactants are: C(OC(=O)C)(=O)C.[F:8][C:9]1[CH:14]=[CH:13][C:12]([CH:15]([CH2:20][C:21]([OH:23])=[O:22])[CH2:16][C:17]([OH:19])=O)=[CH:11][CH:10]=1. (4) Given the product [CH2:1]([N:8]1[CH:12]=[C:11]([C:13]2[C:14]([I:32])=[C:15]([C:22]3[CH:27]=[CH:26][C:25]([O:28][CH3:29])=[CH:24][CH:23]=3)[CH:16]=[C:17]([CH2:19][CH2:20][CH3:21])[CH:18]=2)[CH:10]=[N:9]1)[C:2]1[CH:7]=[CH:6][CH:5]=[CH:4][CH:3]=1, predict the reactants needed to synthesize it. The reactants are: [CH2:1]([N:8]1[CH:12]=[C:11]([C:13]2[CH:18]=[C:17]([CH2:19][CH2:20][CH3:21])[CH:16]=[C:15]([C:22]3[CH:27]=[CH:26][C:25]([O:28][CH3:29])=[CH:24][CH:23]=3)[C:14]=2N)[CH:10]=[N:9]1)[C:2]1[CH:7]=[CH:6][CH:5]=[CH:4][CH:3]=1.C(I)[I:32].N(OC(C)(C)C)=O. (5) Given the product [CH3:8][C@H:9]1[C@@H:14]([N:15]([C:17]2[N:25]=[CH:24][N:23]=[C:22]3[C:18]=2[CH:19]=[CH:20][NH:21]3)[CH3:16])[CH2:13][N:12]([C:26]([CH2:28][C:29]#[N:30])=[O:27])[CH2:11][CH2:10]1.[ClH:1], predict the reactants needed to synthesize it. The reactants are: [ClH:1].O1CCOCC1.[CH3:8][C@H:9]1[C@@H:14]([N:15]([C:17]2[N:25]=[CH:24][N:23]=[C:22]3[C:18]=2[CH:19]=[CH:20][NH:21]3)[CH3:16])[CH2:13][N:12]([C:26]([CH2:28][C:29]#[N:30])=[O:27])[CH2:11][CH2:10]1.C(OCC)(=O)C. (6) Given the product [NH2:13][C:12]1[C:3]([NH:2][CH3:1])=[C:4]([CH:9]=[CH:10][CH:11]=1)[C:5]([O:7][CH3:8])=[O:6], predict the reactants needed to synthesize it. The reactants are: [CH3:1][NH:2][C:3]1[C:12]([N+:13]([O-])=O)=[CH:11][CH:10]=[CH:9][C:4]=1[C:5]([O:7][CH3:8])=[O:6]. (7) The reactants are: C([N:8]([C@@H:16]([CH2:22][C:23]1[CH:28]=[CH:27][CH:26]=[CH:25][CH:24]=1)[C:17](=[O:21])CC#N)CC1C=CC=CC=1)C1C=CC=CC=1.[NH2-].[Na+].[NH2-].[Na+].C(#N)C.[O:36]1CCCC1. Given the product [NH2:8][C@H:16]([C:17]([OH:21])=[O:36])[CH2:22][C:23]1[CH:28]=[CH:27][CH:26]=[CH:25][CH:24]=1, predict the reactants needed to synthesize it. (8) Given the product [CH2:1]1[C:5]2[CH:6]=[CH:7][C:8]([O:10][CH2:11][C@H:12]3[C@H:17]([C:18]4[CH:19]=[CH:20][C:21]([F:24])=[CH:22][CH:23]=4)[CH2:16][CH2:15][NH:14][CH2:13]3)=[CH:9][C:4]=2[CH2:3][O:2]1, predict the reactants needed to synthesize it. The reactants are: [CH2:1]1[C:5]2[CH:6]=[CH:7][C:8]([O:10][CH2:11][C@H:12]3[C@H:17]([C:18]4[CH:23]=[CH:22][C:21]([F:24])=[CH:20][CH:19]=4)[CH2:16][CH2:15][N:14](C(OC(C)(C)C)=O)[CH2:13]3)=[CH:9][C:4]=2[CH2:3][O:2]1.FC(F)(F)C(O)=O.ClCCl.